From a dataset of Full USPTO retrosynthesis dataset with 1.9M reactions from patents (1976-2016). Predict the reactants needed to synthesize the given product. (1) Given the product [CH2:40]([O:42][C:11](=[O:38])[CH2:12][N:13]1[N:19]=[C:18]([CH:20]2[CH2:21][CH2:22][CH2:23][CH2:24][CH2:25]2)[C:17]2[CH:26]=[CH:27][CH:28]=[CH:29][C:16]=2[N:15]([CH2:30][C:31](=[O:36])[C:32]([CH3:34])([CH3:33])[CH3:35])[C:14]1=[O:37])[CH3:41], predict the reactants needed to synthesize it. The reactants are: COC(=O)C1C=CC=C(N[C:11](=[O:38])[CH2:12][N:13]2[N:19]=[C:18]([CH:20]3[CH2:25][CH2:24][CH2:23][CH2:22][CH2:21]3)[C:17]3[CH:26]=[CH:27][CH:28]=[CH:29][C:16]=3[N:15]([CH2:30][C:31](=[O:36])[C:32]([CH3:35])([CH3:34])[CH3:33])[C:14]2=[O:37])C=1.[CH2:40]([O:42]C(=O)CSC1C=CC=C(N)C=1)[CH3:41].C1(C2C3C=CC=CC=3N(CC(=O)C(C)(C)C)C(=O)N(CC(O)=O)N=2)CCCCC1.COC(=O)C1C=CC=C(N)C=1. (2) Given the product [CH3:17][C:18]1[S:22][C:21]([CH2:23][C:24]([NH:1][N:2]2[N:11]=[C:10]([C:12]([F:15])([F:13])[F:14])[C:9]3[C:4](=[CH:5][CH:6]=[CH:7][CH:8]=3)[C:3]2=[O:16])=[O:25])=[CH:20][CH:19]=1, predict the reactants needed to synthesize it. The reactants are: [NH2:1][N:2]1[N:11]=[C:10]([C:12]([F:15])([F:14])[F:13])[C:9]2[C:4](=[CH:5][CH:6]=[CH:7][CH:8]=2)[C:3]1=[O:16].[CH3:17][C:18]1[S:22][C:21]([CH2:23][C:24](O)=[O:25])=[CH:20][CH:19]=1. (3) Given the product [NH2:29][C:9]1[CH:13]=[CH:14][C:6]([C:3]2([C:1]#[N:2])[CH2:5][CH2:4]2)=[CH:7][CH:8]=1, predict the reactants needed to synthesize it. The reactants are: [C:1]([C:3]1([C:6]2[CH:14]=[CH:13][C:9](C(O)=O)=[CH:8][CH:7]=2)[CH2:5][CH2:4]1)#[N:2].C1(P([N:29]=[N+]=[N-])(C2C=CC=CC=2)=O)C=CC=CC=1.C(N(CC)CC)C. (4) Given the product [C:30]([C:28]1[CH:29]=[CH:24][C:25]([CH2:32][N:7]2[CH2:6][CH2:5][N:4]([C:8]([O:10][CH2:11][C:12]3[CH:17]=[CH:16][CH:15]=[CH:14][CH:13]=3)=[O:9])[CH2:3][C:2]2=[O:1])=[CH:26][CH:27]=1)#[N:31], predict the reactants needed to synthesize it. The reactants are: [O:1]=[C:2]1[NH:7][CH2:6][CH2:5][N:4]([C:8]([O:10][CH2:11][C:12]2[CH:17]=[CH:16][CH:15]=[CH:14][CH:13]=2)=[O:9])[CH2:3]1.CN(C=O)C.Br[C:24]1[CH:29]=[C:28]([C:30]#[N:31])[CH:27]=[CH:26][C:25]=1[CH3:32].C([O-])([O-])=O.[Cs+].[Cs+]. (5) Given the product [Cl:1][C:2]1[CH:18]=[CH:17][C:16]([C:19]([F:22])([F:21])[F:20])=[CH:15][C:3]=1[C:4]([NH:6][C@H:7]1[CH2:12][CH2:11][C@H:10]([CH2:13][NH:29][C:27]2[S:28][C:24]([CH3:23])=[C:25]([CH3:30])[N:26]=2)[CH2:9][CH2:8]1)=[O:5], predict the reactants needed to synthesize it. The reactants are: [Cl:1][C:2]1[CH:18]=[CH:17][C:16]([C:19]([F:22])([F:21])[F:20])=[CH:15][C:3]=1[C:4]([NH:6][C@H:7]1[CH2:12][CH2:11][C@H:10]([CH:13]=O)[CH2:9][CH2:8]1)=[O:5].[CH3:23][C:24]1[S:28][C:27]([NH2:29])=[N:26][CH:25]=1.[C:30](O[BH-](OC(=O)C)OC(=O)C)(=O)C.[Na+].[OH-].[Na+]. (6) The reactants are: [N+:1]([C:4]1[CH:5]=[C:6](/[CH:10]=[CH:11]/[C:12]([O:14][CH3:15])=[O:13])[CH:7]=[CH:8][CH:9]=1)([O-])=O.Cl. Given the product [NH2:1][C:4]1[CH:5]=[C:6](/[CH:10]=[CH:11]/[C:12]([O:14][CH3:15])=[O:13])[CH:7]=[CH:8][CH:9]=1, predict the reactants needed to synthesize it. (7) Given the product [CH3:44][N:43]1[C:39]([C:37]([C:36]2[N:32]([CH3:31])[N:33]=[N:34][CH:35]=2)([C:2]2[CH:3]=[C:4]3[C:9](=[CH:10][CH:11]=2)[N:8]=[C:7]([C:12]([F:15])([F:13])[F:14])[C:6]([C:16]2[CH:21]=[CH:20][CH:19]=[CH:18][CH:17]=2)=[C:5]3[C:22]([F:25])([F:24])[F:23])[OH:38])=[CH:40][N:41]=[N:42]1, predict the reactants needed to synthesize it. The reactants are: Br[C:2]1[CH:3]=[C:4]2[C:9](=[CH:10][CH:11]=1)[N:8]=[C:7]([C:12]([F:15])([F:14])[F:13])[C:6]([C:16]1[CH:21]=[CH:20][CH:19]=[CH:18][CH:17]=1)=[C:5]2[C:22]([F:25])([F:24])[F:23].C([Mg]Cl)(C)C.[CH3:31][N:32]1[C:36]([C:37]([C:39]2[N:43]([CH3:44])[N:42]=[N:41][CH:40]=2)=[O:38])=[CH:35][N:34]=[N:33]1.